From a dataset of NCI-60 drug combinations with 297,098 pairs across 59 cell lines. Regression. Given two drug SMILES strings and cell line genomic features, predict the synergy score measuring deviation from expected non-interaction effect. Drug 2: CC1=C2C(C(=O)C3(C(CC4C(C3C(C(C2(C)C)(CC1OC(=O)C(C(C5=CC=CC=C5)NC(=O)C6=CC=CC=C6)O)O)OC(=O)C7=CC=CC=C7)(CO4)OC(=O)C)O)C)OC(=O)C. Cell line: HCC-2998. Drug 1: CN(C)N=NC1=C(NC=N1)C(=O)N. Synergy scores: CSS=22.0, Synergy_ZIP=-5.95, Synergy_Bliss=-12.0, Synergy_Loewe=-62.9, Synergy_HSA=-11.7.